Task: Predict the reactants needed to synthesize the given product.. Dataset: Retrosynthesis with 50K atom-mapped reactions and 10 reaction types from USPTO Given the product O=c1c(F)c(N2CCOCC2)nc2n1CC[C@@H](C(F)(F)F)N2, predict the reactants needed to synthesize it. The reactants are: C1COCCN1.O=c1c(F)c(Cl)nc2n1CC[C@@H](C(F)(F)F)N2.